Predict the reaction yield, written as a fraction of the theoretical maximum amount of product (1.0 means a 100% yield; for example, 0.34 means a 34% yield). From a dataset of Reaction yield outcomes from USPTO patents with 853,638 reactions. The reactants are [CH3:1][C:2]([CH3:36])([CH3:35])[CH:3]([C:20]1[CH:34]=[CH:33][C:23]([C:24]([NH:26][CH2:27][CH2:28][C:29]([O:31]C)=[O:30])=[O:25])=[CH:22][CH:21]=1)[NH:4][C:5]1[CH:6]=[N:7][C:8]([N:11]2[CH:15]=[C:14]([C:16]([F:19])([F:18])[F:17])[CH:13]=[N:12]2)=[CH:9][CH:10]=1.C1COCC1.[OH-].[Na+]. The catalyst is CO. The product is [CH3:1][C:2]([CH3:36])([CH3:35])[CH:3]([C:20]1[CH:34]=[CH:33][C:23]([C:24]([NH:26][CH2:27][CH2:28][C:29]([OH:31])=[O:30])=[O:25])=[CH:22][CH:21]=1)[NH:4][C:5]1[CH:6]=[N:7][C:8]([N:11]2[CH:15]=[C:14]([C:16]([F:17])([F:18])[F:19])[CH:13]=[N:12]2)=[CH:9][CH:10]=1. The yield is 0.860.